From a dataset of Catalyst prediction with 721,799 reactions and 888 catalyst types from USPTO. Predict which catalyst facilitates the given reaction. (1) Reactant: Cl[CH2:2][C:3]1[CH:25]=[CH:24][C:6]([O:7][CH2:8][C:9]2[N:10]=[C:11]([C:15]3[CH:20]=[CH:19][CH:18]=[C:17]([N+:21]([O-:23])=[O:22])[CH:16]=3)[O:12][C:13]=2[CH3:14])=[C:5]([O:26][CH3:27])[CH:4]=1.[CH2:28]([C:30]1[S:31][CH:32]=[C:33](/[CH:35]=[CH:36]/[C:37]2[C:38]([OH:48])=[N:39][N:40]([C:42]3[CH:47]=[CH:46][CH:45]=[CH:44][CH:43]=3)[CH:41]=2)[N:34]=1)[CH3:29].C(=O)([O-])[O-].[K+].[K+].CN(C)C=O. Product: [CH2:28]([C:30]1[S:31][CH:32]=[C:33](/[CH:35]=[CH:36]/[C:37]2[C:38]([O:48][CH2:2][C:3]3[CH:25]=[CH:24][C:6]([O:7][CH2:8][C:9]4[N:10]=[C:11]([C:15]5[CH:20]=[CH:19][CH:18]=[C:17]([N+:21]([O-:23])=[O:22])[CH:16]=5)[O:12][C:13]=4[CH3:14])=[C:5]([O:26][CH3:27])[CH:4]=3)=[N:39][N:40]([C:42]3[CH:47]=[CH:46][CH:45]=[CH:44][CH:43]=3)[CH:41]=2)[N:34]=1)[CH3:29]. The catalyst class is: 6. (2) Reactant: [Cl:1][C:2]1[N:3]=[CH:4][C:5]([C:8]([OH:10])=O)=[N:6][CH:7]=1.O.[Cl-].COC1N=C(OC)N=C([N+]2(C)CCOCC2)N=1.[NH2:30][C:31]1[CH:32]=[CH:33][C:34]([F:47])=[C:35]([C@:37]2([CH3:46])[C:42]([F:44])([F:43])[CH2:41][O:40][C:39]([NH2:45])=[N:38]2)[CH:36]=1.C([O-])(O)=O.[Na+]. Product: [NH2:45][C:39]1[O:40][CH2:41][C:42]([F:43])([F:44])[C@:37]([C:35]2[CH:36]=[C:31]([NH:30][C:8]([C:5]3[CH:4]=[N:3][C:2]([Cl:1])=[CH:7][N:6]=3)=[O:10])[CH:32]=[CH:33][C:34]=2[F:47])([CH3:46])[N:38]=1. The catalyst class is: 5. (3) Reactant: O.CC(C)[O-].CC(C)[O-].CC(C)[O-].CC(C)[O-].[Ti+4:18].C(NCCO)CCC.[CH3:27][CH:28]([O:32][C:33]([CH3:35])=[O:34])[CH2:29][O:30][CH3:31]. Product: [CH3:27][CH:28]([O:32][C:33]([CH3:35])=[O:34])[CH2:29][O:30][CH3:31].[Ti:18]. The catalyst class is: 32. (4) Reactant: [CH3:1][N:2]1[CH2:7][CH2:6][N:5]([C:8]2[CH:13]=[CH:12][C:11]([NH2:14])=[C:10]([O:15][C:16]([F:19])([F:18])[F:17])[CH:9]=2)[CH2:4][CH2:3]1.[N:20]#[C:21][NH2:22]. Product: [CH3:1][N:2]1[CH2:7][CH2:6][N:5]([C:8]2[CH:13]=[CH:12][C:11]([NH:14][C:21]([NH2:22])=[NH:20])=[C:10]([O:15][C:16]([F:19])([F:17])[F:18])[CH:9]=2)[CH2:4][CH2:3]1. The catalyst class is: 126. (5) Reactant: [CH3:1][C:2]1[N:11]=[C:10]2[C:5]([C:6]([NH:15][C:16]3[CH:21]=[C:20]([CH3:22])[CH:19]=[CH:18][C:17]=3[S:23][C:24]3[CH:29]=[CH:28][CH:27]=[CH:26][CH:25]=3)=[C:7]([C:12]([OH:14])=O)[CH:8]=[N:9]2)=[CH:4][CH:3]=1.C(N1C=CN=C1)(N1C=CN=C1)=O.Cl.[CH3:43][NH:44][O:45][CH3:46]. Product: [CH3:46][O:45][N:44]([CH3:43])[C:12]([C:7]1[CH:8]=[N:9][C:10]2[C:5]([C:6]=1[NH:15][C:16]1[CH:21]=[C:20]([CH3:22])[CH:19]=[CH:18][C:17]=1[S:23][C:24]1[CH:25]=[CH:26][CH:27]=[CH:28][CH:29]=1)=[CH:4][CH:3]=[C:2]([CH3:1])[N:11]=2)=[O:14]. The catalyst class is: 3. (6) Reactant: [C:1]1([CH:7]([C:9]2[CH:14]=[CH:13][CH:12]=[CH:11][CH:10]=2)[NH2:8])[CH:6]=[CH:5][CH:4]=[CH:3][CH:2]=1.[BH-](O[C:25]([CH3:27])=O)(OC(C)=O)OC(C)=O.[Na+].CCO[CH2:32][CH3:33].C([O-])(O)=O.[Na+]. Product: [CH:7]([NH:8][CH:27]1[CH2:25][CH2:33][CH2:32][CH2:3][CH2:2][CH2:1][CH2:6]1)([C:1]1[CH:2]=[CH:3][CH:4]=[CH:5][CH:6]=1)[C:9]1[CH:10]=[CH:11][CH:12]=[CH:13][CH:14]=1. The catalyst class is: 1.